From a dataset of Full USPTO retrosynthesis dataset with 1.9M reactions from patents (1976-2016). Predict the reactants needed to synthesize the given product. (1) Given the product [F:34][C:31]1[CH:30]=[CH:29][C:28]([C@@H:26]([NH:25][C:14]2[N:13]=[C:12]([NH:11][CH2:10][CH2:9][NH:8][C:1](=[O:4])[CH3:35])[CH:17]=[C:16]([NH:18][C:19]3[CH:24]=[N:23][CH:22]=[CH:21][N:20]=3)[N:15]=2)[CH3:27])=[CH:33][CH:32]=1, predict the reactants needed to synthesize it. The reactants are: [C:1](=[O:4])(O)[O-].[Na+].Cl.Cl.[NH2:8][CH2:9][CH2:10][NH:11][C:12]1[CH:17]=[C:16]([NH:18][C:19]2[CH:24]=[N:23][CH:22]=[CH:21][N:20]=2)[N:15]=[C:14]([NH:25][C@H:26]([C:28]2[CH:33]=[CH:32][C:31]([F:34])=[CH:30][CH:29]=2)[CH3:27])[N:13]=1.[CH:35](Cl)(Cl)Cl. (2) The reactants are: [OH:1]/[N:2]=[C:3](\Cl)/[C:4]1[CH:9]=[CH:8][C:7]([F:10])=[CH:6][CH:5]=1.[C:12]([O:17][CH2:18][CH3:19])(=[O:16])[C:13]#[C:14][CH3:15].C(N(CC)CC)C. Given the product [CH2:18]([O:17][C:12]([C:13]1[C:3]([C:4]2[CH:9]=[CH:8][C:7]([F:10])=[CH:6][CH:5]=2)=[N:2][O:1][C:14]=1[CH3:15])=[O:16])[CH3:19], predict the reactants needed to synthesize it. (3) Given the product [OH:2][CH2:3][C:5]1([C:13]2[CH:18]=[CH:17][C:16]([C:19]#[N:20])=[CH:15][C:14]=2[O:21][CH3:22])[N:9]2[CH:10]=[N:11][CH:12]=[C:8]2[CH2:7][CH2:6]1, predict the reactants needed to synthesize it. The reactants are: C[O:2][C:3]([C:5]1([C:13]2[CH:18]=[CH:17][C:16]([C:19]#[N:20])=[CH:15][C:14]=2[O:21][CH3:22])[N:9]2[CH:10]=[N:11][CH:12]=[C:8]2[CH2:7][CH2:6]1)=O.[BH4-].[Li+].